This data is from Catalyst prediction with 721,799 reactions and 888 catalyst types from USPTO. The task is: Predict which catalyst facilitates the given reaction. Reactant: C([C@:5]1([C:23]2[NH:24][C:25]([C:28]3[CH:33]=[CH:32][C:31]([C:34]4[CH:39]=[CH:38][C:37]([C:40]5[NH:44][C:43]([C@@H:45]6[CH2:49][CH2:48][CH2:47][N:46]6[C:50](=[O:60])[C@@H:51]([NH:55][C:56](=[O:59])[O:57][CH3:58])[CH:52]([CH3:54])[CH3:53])=[N:42][CH:41]=5)=[CH:36][CH:35]=4)=[CH:30][CH:29]=3)=[CH:26][N:27]=2)[CH2:9][C@H:8]([CH2:10][O:11][CH3:12])[CH2:7][N:6]1[C:13](=[O:22])[C@H:14]([NH2:21])[C:15]1[CH:20]=[CH:19][CH:18]=[CH:17][CH:16]=1)(C)(C)C.Cl.[CH:62]1([C:65]([OH:67])=O)[CH2:64][CH2:63]1.CCOC(C(C#N)=NOC(N1CCOCC1)=[N+](C)C)=O.F[P-](F)(F)(F)(F)F.CCN(C(C)C)C(C)C. Product: [CH:62]1([C:65]([NH:21][C@H:14]([C:15]2[CH:16]=[CH:17][CH:18]=[CH:19][CH:20]=2)[C:13]([N:6]2[CH2:7][C@@H:8]([CH2:10][O:11][CH3:12])[CH2:9][C@H:5]2[C:23]2[NH:24][C:25]([C:28]3[CH:29]=[CH:30][C:31]([C:34]4[CH:35]=[CH:36][C:37]([C:40]5[NH:44][C:43]([C@@H:45]6[CH2:49][CH2:48][CH2:47][N:46]6[C:50](=[O:60])[C@@H:51]([NH:55][C:56](=[O:59])[O:57][CH3:58])[CH:52]([CH3:54])[CH3:53])=[N:42][CH:41]=5)=[CH:38][CH:39]=4)=[CH:32][CH:33]=3)=[CH:26][N:27]=2)=[O:22])=[O:67])[CH2:64][CH2:63]1. The catalyst class is: 61.